Task: Predict the reaction yield, written as a fraction of the theoretical maximum amount of product (1.0 means a 100% yield; for example, 0.34 means a 34% yield).. Dataset: Reaction yield outcomes from USPTO patents with 853,638 reactions (1) The reactants are Br[C:2]1[CH:7]=[CH:6][CH:5]=[CH:4][C:3]=1[C:8]([CH3:11])([CH3:10])[CH3:9].C([Li])CCC.[CH2:17]=[O:18]. The catalyst is C1COCC1. The product is [C:8]([C:3]1[CH:4]=[CH:5][CH:6]=[CH:7][C:2]=1[CH2:17][OH:18])([CH3:11])([CH3:10])[CH3:9]. The yield is 0.750. (2) The reactants are [CH2:1]([O:3][C:4](=[O:19])[NH:5][C:6]1[C:11]([F:12])=[CH:10][CH:9]=[C:8]([O:13][C:14]([F:17])([F:16])[F:15])[C:7]=1I)[CH3:2].CCN(CC)CC.[Si:27]([C:31]#[CH:32])([CH3:30])([CH3:29])[CH3:28]. The catalyst is C1COCC1.[Cu]I. The product is [CH2:1]([O:3][C:4](=[O:19])[NH:5][C:6]1[C:11]([F:12])=[CH:10][CH:9]=[C:8]([O:13][C:14]([F:17])([F:16])[F:15])[C:7]=1[C:32]#[C:31][Si:27]([CH3:30])([CH3:29])[CH3:28])[CH3:2]. The yield is 0.930. (3) The reactants are [Si:1]([O:8][C:9]1[C:10]([F:24])=[C:11](B(O)O)[CH:12]=[CH:13][C:14]=1[CH:15]1[CH2:20][CH2:19][CH2:18][CH2:17][CH2:16]1)([C:4]([CH3:7])([CH3:6])[CH3:5])([CH3:3])[CH3:2].Br[C:26]1[N:27]=[CH:28][C:29]([NH2:32])=[N:30][CH:31]=1.C([O-])([O-])=O.[K+].[K+].C(Cl)Cl. The catalyst is C1C=CC(P(C2C=CC=CC=2)[C-]2C=CC=C2)=CC=1.C1C=CC(P(C2C=CC=CC=2)[C-]2C=CC=C2)=CC=1.Cl[Pd]Cl.[Fe+2].C1(C)C=CC=CC=1. The product is [Si:1]([O:8][C:9]1[C:10]([F:24])=[C:11]([C:26]2[N:27]=[CH:28][C:29]([NH2:32])=[N:30][CH:31]=2)[CH:12]=[CH:13][C:14]=1[CH:15]1[CH2:20][CH2:19][CH2:18][CH2:17][CH2:16]1)([C:4]([CH3:7])([CH3:6])[CH3:5])([CH3:3])[CH3:2]. The yield is 1.00. (4) The yield is 0.560. The product is [CH:13]([O:12][C:9]1([C:6]2[CH:5]=[CH:4][C:3]([C:1]#[C:2][C:24]3[CH:25]=[CH:26][C:21]([C:20]([O:19][CH2:17][CH3:18])=[O:28])=[CH:22][CH:23]=3)=[CH:8][C:7]=2[CH3:29])[CH2:10][CH2:11]1)([CH3:14])[CH3:15]. The reactants are [C:1]([C:3]1[CH:8]=[CH:7][C:6]([C:9]2([O:12][CH:13]([CH3:15])[CH3:14])[CH2:11][CH2:10]2)=[CH:5][C:4]=1C)#[CH:2].[CH2:17]([O:19][C:20](=[O:28])[C:21]1[CH:26]=[CH:25][C:24](I)=[CH:23][CH:22]=1)[CH3:18].[CH2:29](N(CC)CC)C. The catalyst is [Cu]I.Cl[Pd](Cl)([P](C1C=CC=CC=1)(C1C=CC=CC=1)C1C=CC=CC=1)[P](C1C=CC=CC=1)(C1C=CC=CC=1)C1C=CC=CC=1. (5) The reactants are [NH2:1][C:2]1[CH:3]=[CH:4][C:5]([C:8](O)=[O:9])=[N:6][CH:7]=1. The catalyst is O1CCCC1. The product is [NH2:1][C:2]1[CH:3]=[CH:4][C:5]([CH2:8][OH:9])=[N:6][CH:7]=1. The yield is 0.360. (6) The reactants are Cl.[Br:2][C:3]1[CH:15]=[CH:14][C:6]([CH2:7][CH:8]2[CH2:13][CH2:12][NH:11][CH2:10][CH2:9]2)=[CH:5][C:4]=1[O:16][CH2:17][CH2:18][O:19][CH3:20].[OH-].[K+].[CH:23]1[CH:28]=[CH:27][C:26]([S:29]([O:32][CH2:33][CH2:34][C:35]2[CH:36]=[C:37]3[C:42](=[CH:43][CH:44]=2)[O:41][CH2:40][CH2:39][C:38]3=[O:45])(=[O:31])=[O:30])=[CH:25][CH:24]=1.P([O-])([O-])(O)=O.[K+].[K+].CN1CCCCC1=O.C1(S(O)(=O)=O)C=CC=CC=1. The catalyst is CC(C)=O.C(OCCCC)(=O)C.C1(C)C=CC=CC=1.O1CCCC1.O. The product is [C:26]1([S:29]([OH:32])(=[O:31])=[O:30])[CH:27]=[CH:28][CH:23]=[CH:24][CH:25]=1.[Br:2][C:3]1[CH:15]=[CH:14][C:6]([CH2:7][CH:8]2[CH2:9][CH2:10][N:11]([CH2:33][CH2:34][C:35]3[CH:36]=[C:37]4[C:42](=[CH:43][CH:44]=3)[O:41][CH2:40][CH2:39][C:38]4=[O:45])[CH2:12][CH2:13]2)=[CH:5][C:4]=1[O:16][CH2:17][CH2:18][O:19][CH3:20]. The yield is 0.890. (7) The reactants are C([Si](C)(C)[O:6][CH2:7][C:8]([N:11]([C:25](=[O:34])[C:26]1[CH:31]=[C:30]([CH3:32])[CH:29]=[C:28]([CH3:33])[CH:27]=1)[NH:12][C:13](=O)[C:14]1[CH:19]=[CH:18][CH:17]=[C:16]([O:20][CH3:21])[C:15]=1[CH2:22][CH3:23])([CH3:10])[CH3:9])(C)(C)C.[F-].[CH2:38]([N+](CCCC)(CCCC)CCCC)CCC.CCOCC. The catalyst is C1COCC1. The product is [CH2:22]([C:15]1[C:16]([O:20][CH3:21])=[CH:17][CH:18]=[CH:19][C:14]=1[C:13]([NH:12][N:11]([C:8]([CH3:9])([CH3:10])[CH2:7][OH:6])[C:25](=[O:34])[C:26]1[CH:31]=[C:30]([CH3:32])[CH:29]=[C:28]([CH3:33])[CH:27]=1)=[CH2:38])[CH3:23]. The yield is 0.670. (8) The yield is 0.500. No catalyst specified. The product is [O:1]1[CH2:6][CH2:5][O:4][C:3]2[C:7]([CH2:11][NH:12][C:3](=[O:4])[C:2]([NH:21][CH2:20][CH2:19][C:14]3[CH:15]=[CH:16][CH:17]=[CH:18][N:13]=3)=[O:1])=[CH:8][CH:9]=[CH:10][C:2]1=2. The reactants are [O:1]1[CH2:6][CH2:5][O:4][C:3]2[C:7]([CH2:11][NH2:12])=[CH:8][CH:9]=[CH:10][C:2]1=2.[N:13]1[CH:18]=[CH:17][CH:16]=[CH:15][C:14]=1[CH2:19][CH2:20][NH2:21]. (9) The reactants are [Br-].[Mg+2].[Br-].[C:4]([O:10][CH2:11][N:12]1[C:21](=[O:22])[C:20]2[C:15](=[CH:16][CH:17]=[CH:18][C:19]=2[O:23]C)[N:14]=[CH:13]1)(=[O:9])[C:5]([CH3:8])([CH3:7])[CH3:6]. The catalyst is N1C=CC=CC=1. The product is [C:4]([O:10][CH2:11][N:12]1[C:21](=[O:22])[C:20]2[C:15](=[CH:16][CH:17]=[CH:18][C:19]=2[OH:23])[N:14]=[CH:13]1)(=[O:9])[C:5]([CH3:8])([CH3:7])[CH3:6]. The yield is 0.900. (10) The reactants are [H-].[Na+].[NH2:3][C@@H:4]1[C:13]2[C:8](=[CH:9][CH:10]=[CH:11][CH:12]=2)[C@H:7]([OH:14])[CH2:6][CH2:5]1.F[C:16]1[CH:17]=[CH:18][C:19]2[N:20]([C:22]([C:25]3([N:30]([CH3:32])[CH3:31])[CH2:29][CH2:28][CH2:27][CH2:26]3)=[N:23][N:24]=2)[CH:21]=1. The catalyst is CN(C=O)C. The product is [CH3:31][N:30]([CH3:32])[C:25]1([C:22]2[N:20]3[CH:21]=[C:16]([O:14][C@H:7]4[C:8]5[C:13](=[CH:12][CH:11]=[CH:10][CH:9]=5)[C@@H:4]([NH2:3])[CH2:5][CH2:6]4)[CH:17]=[CH:18][C:19]3=[N:24][N:23]=2)[CH2:29][CH2:28][CH2:27][CH2:26]1. The yield is 0.650.